From a dataset of Reaction yield outcomes from USPTO patents with 853,638 reactions. Predict the reaction yield, written as a fraction of the theoretical maximum amount of product (1.0 means a 100% yield; for example, 0.34 means a 34% yield). The reactants are [OH:1][CH2:2][CH2:3][CH2:4][C:5]1[CH:6]=[C:7]([NH:12][C:13]2[N:14]=[CH:15][C:16]3[CH2:17][C:18](=[O:32])[NH:19][C:20]4[CH:27]=[C:26]([C:28]([F:31])([F:30])[F:29])[CH:25]=[CH:24][C:21]=4[C:22]=3[N:23]=2)[C:8]([CH3:11])=[N:9][CH:10]=1.N1C=CN=C1.[Si:38](Cl)([C:41]([CH3:44])([CH3:43])[CH3:42])([CH3:40])[CH3:39]. The catalyst is C1COCC1. The product is [Si:38]([O:1][CH2:2][CH2:3][CH2:4][C:5]1[CH:6]=[C:7]([NH:12][C:13]2[N:14]=[CH:15][C:16]3[CH2:17][C:18](=[O:32])[NH:19][C:20]4[CH:27]=[C:26]([C:28]([F:31])([F:30])[F:29])[CH:25]=[CH:24][C:21]=4[C:22]=3[N:23]=2)[C:8]([CH3:11])=[N:9][CH:10]=1)([C:41]([CH3:44])([CH3:43])[CH3:42])([CH3:40])[CH3:39]. The yield is 0.510.